Dataset: Reaction yield outcomes from USPTO patents with 853,638 reactions. Task: Predict the reaction yield, written as a fraction of the theoretical maximum amount of product (1.0 means a 100% yield; for example, 0.34 means a 34% yield). (1) The reactants are [CH2:1]([C@@H:8]1[CH2:13][N:12](CC2C=CC=CC=2)[CH2:11][CH2:10][N:9]1[C:21]([C:23]1[CH:28]=[CH:27][CH:26]=[CH:25][C:24]=1[C:29]1[CH:34]=[CH:33][C:32]([CH3:35])=[C:31]([CH3:36])[CH:30]=1)=[O:22])[C:2]1[CH:7]=[CH:6][CH:5]=[CH:4][CH:3]=1.C([O-])=O.[NH4+]. The catalyst is O1CCOCC1.[OH-].[OH-].[Pd+2]. The product is [CH2:1]([C@@H:8]1[CH2:13][NH:12][CH2:11][CH2:10][N:9]1[C:21]([C:23]1[CH:28]=[CH:27][CH:26]=[CH:25][C:24]=1[C:29]1[CH:34]=[CH:33][C:32]([CH3:35])=[C:31]([CH3:36])[CH:30]=1)=[O:22])[C:2]1[CH:3]=[CH:4][CH:5]=[CH:6][CH:7]=1. The yield is 0.220. (2) The reactants are [F:1][C:2]1[CH:7]=[CH:6][C:5]([C:8]2(O)[C:16]3[C:11](=[CH:12][CH:13]=[CH:14][CH:15]=3)[C:10]([C:17]3[CH:22]=[CH:21][C:20]4[O:23][CH2:24][O:25][C:19]=4[CH:18]=3)=[C:9]2[C:26]([O:28]CC)=[O:27])=[CH:4][CH:3]=1.C1OC2C=CC(C3C4C(=CC=CC=4)C(=O)C=3C(OCC)=O)=CC=2O1.FC1C=CC([Mg]Br)=CC=1. The catalyst is C1COCC1. The product is [F:1][C:2]1[CH:7]=[CH:6][C:5]([CH:8]2[C:16]3[C:11](=[CH:12][CH:13]=[CH:14][CH:15]=3)[CH:10]([C:17]3[CH:22]=[CH:21][C:20]4[O:23][CH2:24][O:25][C:19]=4[CH:18]=3)[CH:9]2[C:26]([OH:28])=[O:27])=[CH:4][CH:3]=1. The yield is 0.350.